This data is from Full USPTO retrosynthesis dataset with 1.9M reactions from patents (1976-2016). The task is: Predict the reactants needed to synthesize the given product. Given the product [CH:8]([CH:7]=[CH:6][C:5]([OH:4])=[O:20])=[CH:9][C:10]1[CH:11]=[CH:12][CH:13]=[CH:14][CH:15]=1, predict the reactants needed to synthesize it. The reactants are: S([O-])([O:4][CH2:5][CH2:6][CH2:7][CH2:8][CH2:9][CH2:10][CH2:11][CH2:12][CH2:13][CH2:14][CH2:15]C)(=O)=O.[Na+].S(OOS([O-])(=O)=O)([O-])(=O)=[O:20].[K+].[K+].C(N)(=O)C=C.C(OC)(=O)C(C)=C.C(OCCCC)(=O)C=C.C(O)(=O)C(C)=C.C(OCCOCCOCCOC(=O)C=C)(=O)C=C.[OH-].[Na+].